Dataset: Reaction yield outcomes from USPTO patents with 853,638 reactions. Task: Predict the reaction yield, written as a fraction of the theoretical maximum amount of product (1.0 means a 100% yield; for example, 0.34 means a 34% yield). (1) The reactants are [CH:1]1([CH:7]([NH:26][C:27]2[CH:32]=[CH:31][C:30]([C:33]([N:35]([CH3:43])[CH2:36][CH2:37][C:38]([O:40]CC)=[O:39])=[O:34])=[CH:29][CH:28]=2)[C:8]2[O:9][C:10]3[CH:17]=[CH:16][C:15]([O:18][CH2:19][CH2:20][CH2:21][S:22]([CH3:25])(=[O:24])=[O:23])=[CH:14][C:11]=3[C:12]=2[CH3:13])[CH2:6][CH2:5][CH2:4][CH2:3][CH2:2]1.[OH-].[Na+]. The catalyst is C(O)C. The product is [CH:1]1([CH:7]([NH:26][C:27]2[CH:32]=[CH:31][C:30]([C:33]([N:35]([CH3:43])[CH2:36][CH2:37][C:38]([OH:40])=[O:39])=[O:34])=[CH:29][CH:28]=2)[C:8]2[O:9][C:10]3[CH:17]=[CH:16][C:15]([O:18][CH2:19][CH2:20][CH2:21][S:22]([CH3:25])(=[O:23])=[O:24])=[CH:14][C:11]=3[C:12]=2[CH3:13])[CH2:2][CH2:3][CH2:4][CH2:5][CH2:6]1. The yield is 0.780. (2) The reactants are [O:1]1[CH2:6][CH2:5][CH2:4][CH2:3][CH:2]1[N:7]1[C:15]2[C:10](=[CH:11][C:12]([C:16]3[N:20]=[CH:19][N:18]([C:21]([C:34]4[CH:39]=[CH:38][CH:37]=[CH:36][CH:35]=4)([C:28]4[CH:33]=[CH:32][CH:31]=[CH:30][CH:29]=4)[C:22]4[CH:27]=[CH:26][CH:25]=[CH:24][CH:23]=4)[N:17]=3)=[CH:13][CH:14]=2)[C:9]([C:40]2[CH:41]=[C:42]([CH:47]=[CH:48][CH:49]=2)[C:43](OC)=[O:44])=[N:8]1.O.[OH-].[Li+].[F:53][C:54]1[CH:61]=[CH:60][C:57]([CH2:58][NH2:59])=[CH:56][CH:55]=1.O.ON1C2C=CC=CC=2N=N1. The catalyst is O1CCCC1.O. The product is [F:53][C:54]1[CH:61]=[CH:60][C:57]([CH2:58][NH:59][C:43]([C:42]2[CH:47]=[CH:48][CH:49]=[C:40]([C:9]3[C:10]4[C:15](=[CH:14][CH:13]=[C:12]([C:16]5[N:20]=[CH:19][N:18]([C:21]([C:28]6[CH:29]=[CH:30][CH:31]=[CH:32][CH:33]=6)([C:34]6[CH:39]=[CH:38][CH:37]=[CH:36][CH:35]=6)[C:22]6[CH:27]=[CH:26][CH:25]=[CH:24][CH:23]=6)[N:17]=5)[CH:11]=4)[N:7]([CH:2]4[CH2:3][CH2:4][CH2:5][CH2:6][O:1]4)[N:8]=3)[CH:41]=2)=[O:44])=[CH:56][CH:55]=1. The yield is 0.860. (3) The reactants are Br[CH2:2][C:3]1[CH:8]=[C:7]([O:9][CH3:10])[CH:6]=[CH:5][C:4]=1[Cl:11].[CH3:12][C:13]1[N:18]=[C:17]([SH:19])[N:16]=[C:15]([OH:20])[CH:14]=1.C(N(CC)CC)C. The catalyst is C(O)C. The product is [Cl:11][C:4]1[CH:5]=[CH:6][C:7]([O:9][CH3:10])=[CH:8][C:3]=1[CH2:2][S:19][C:17]1[N:16]=[C:15]([OH:20])[CH:14]=[C:13]([CH3:12])[N:18]=1. The yield is 0.850. (4) The reactants are [Br:1][C:2]1[C:3](F)=[C:4]2[C:10]([NH:11][C:12](=[O:20])[CH2:13][C:14]3[CH:19]=[CH:18][CH:17]=[CH:16][CH:15]=3)=[CH:9][NH:8][C:5]2=[N:6][CH:7]=1.[NH:22]1[CH2:27][CH2:26][CH2:25][C@@H:24]([NH:28][C:29](=[O:35])[O:30][C:31]([CH3:34])([CH3:33])[CH3:32])[CH2:23]1. The catalyst is C(O)(CC)C. The product is [Br:1][C:2]1[C:3]([N:22]2[CH2:27][CH2:26][CH2:25][C@@H:24]([NH:28][C:29](=[O:35])[O:30][C:31]([CH3:33])([CH3:32])[CH3:34])[CH2:23]2)=[C:4]2[C:10]([NH:11][C:12](=[O:20])[CH2:13][C:14]3[CH:19]=[CH:18][CH:17]=[CH:16][CH:15]=3)=[CH:9][NH:8][C:5]2=[N:6][CH:7]=1. The yield is 0.700. (5) The reactants are [S:1]1[C:9]2[CH:8]=[C:7]([C:10]([OH:12])=O)[N:6]=[CH:5][C:4]=2[CH:3]=[CH:2]1.[NH:13]1[CH:17]=[CH:16][N:15]=[C:14]1[NH:18][C:19]([C:21]1[C:29]2[NH:28][C:27]([NH2:30])=[N:26][C:25]=2[CH:24]=[CH:23][CH:22]=1)=[O:20].CN(C(ON1N=NC2C=CC=CC1=2)=[N+](C)C)C.F[P-](F)(F)(F)(F)F.CCN(C(C)C)C(C)C. The catalyst is CN(C=O)C. The product is [NH:15]1[CH:16]=[CH:17][N:13]=[C:14]1[NH:18][C:19]([C:21]1[C:29]2[NH:28][C:27]([NH:30][C:10]([C:7]3[N:6]=[CH:5][C:4]4[CH:3]=[CH:2][S:1][C:9]=4[CH:8]=3)=[O:12])=[N:26][C:25]=2[CH:24]=[CH:23][CH:22]=1)=[O:20]. The yield is 0.0290. (6) The reactants are [F:1][C:2]1[CH:3]=[C:4]2[C:9](=[CH:10][CH:11]=1)[N:8]=[CH:7][CH:6]=[C:5]2[CH:12]1[CH2:17][CH2:16][C:15](=O)[CH2:14][CH2:13]1.[N+:19](CS(C1C=CC(C)=CC=1)(=O)=O)#[C-:20].CC([O-])(C)C.[K+]. The catalyst is CS(C)=O.CO.C(OCC)C. The product is [F:1][C:2]1[CH:3]=[C:4]2[C:9](=[CH:10][CH:11]=1)[N:8]=[CH:7][CH:6]=[C:5]2[CH:12]1[CH2:17][CH2:16][CH:15]([C:20]#[N:19])[CH2:14][CH2:13]1. The yield is 0.536. (7) The reactants are C[O:2][C:3]([C@@H:5]1[C@H:10]([C:11]2[CH:16]=[CH:15][C:14]([F:17])=[CH:13][CH:12]=2)[CH2:9][CH2:8][N:7]([C:18]([O:20][C:21]([CH3:24])([CH3:23])[CH3:22])=[O:19])[CH2:6]1)=[O:4].C[O-].[Na+]. The catalyst is C1(C)C=CC=CC=1. The product is [C:21]([O:20][C:18]([N:7]1[CH2:8][CH2:9][C@@H:10]([C:11]2[CH:12]=[CH:13][C:14]([F:17])=[CH:15][CH:16]=2)[C@H:5]([C:3]([OH:4])=[O:2])[CH2:6]1)=[O:19])([CH3:24])([CH3:22])[CH3:23]. The yield is 0.520.